Task: Regression. Given a peptide amino acid sequence and an MHC pseudo amino acid sequence, predict their binding affinity value. This is MHC class I binding data.. Dataset: Peptide-MHC class I binding affinity with 185,985 pairs from IEDB/IMGT (1) The peptide sequence is RVVLQSKEL. The MHC is Mamu-B08 with pseudo-sequence Mamu-B08. The binding affinity (normalized) is 0.134. (2) The peptide sequence is FHKRDMRLL. The MHC is HLA-A02:06 with pseudo-sequence HLA-A02:06. The binding affinity (normalized) is 0.0847. (3) The peptide sequence is GEVGLDLTV. The MHC is HLA-B27:05 with pseudo-sequence HLA-B27:05. The binding affinity (normalized) is 0.0847. (4) The peptide sequence is IILLILSCI. The MHC is HLA-A02:06 with pseudo-sequence HLA-A02:06. The binding affinity (normalized) is 0.